This data is from Catalyst prediction with 721,799 reactions and 888 catalyst types from USPTO. The task is: Predict which catalyst facilitates the given reaction. Reactant: [OH:1][C:2]1[CH:3]=[CH:4][C:5]2[O:9][C:8]([N:10]3[CH2:15][CH2:14][CH:13]([O:16][CH2:17][C@@H:18]([NH:20][C:21](=[O:27])[O:22][C:23]([CH3:26])([CH3:25])[CH3:24])[CH3:19])[CH2:12][CH2:11]3)=[N:7][C:6]=2[CH:28]=1.C(=O)([O-])[O-].[K+].[K+].Br[CH2:36][CH:37]1[CH2:40][CH2:39][CH2:38]1. Product: [CH:37]1([CH2:36][O:1][C:2]2[CH:3]=[CH:4][C:5]3[O:9][C:8]([N:10]4[CH2:15][CH2:14][CH:13]([O:16][CH2:17][C@@H:18]([NH:20][C:21](=[O:27])[O:22][C:23]([CH3:24])([CH3:26])[CH3:25])[CH3:19])[CH2:12][CH2:11]4)=[N:7][C:6]=3[CH:28]=2)[CH2:40][CH2:39][CH2:38]1. The catalyst class is: 39.